From a dataset of Reaction yield outcomes from USPTO patents with 853,638 reactions. Predict the reaction yield, written as a fraction of the theoretical maximum amount of product (1.0 means a 100% yield; for example, 0.34 means a 34% yield). (1) The reactants are [CH3:1][N:2]1[C:10]2[C:5](=[CH:6][C:7]([C:11]3[CH:16]=[CH:15][C:14]([C:17]([F:20])([F:19])[F:18])=[CH:13][CH:12]=3)=[CH:8][CH:9]=2)[C:4]([CH2:21][C:22]#N)=[CH:3]1.[OH-:24].[K+].C[OH:27]. The catalyst is O. The product is [CH3:1][N:2]1[C:10]2[C:5](=[CH:6][C:7]([C:11]3[CH:16]=[CH:15][C:14]([C:17]([F:20])([F:19])[F:18])=[CH:13][CH:12]=3)=[CH:8][CH:9]=2)[C:4]([CH2:21][C:22]([OH:27])=[O:24])=[CH:3]1. The yield is 0.250. (2) The reactants are Cl.[C:2](Cl)(=[O:9])[C:3]1[CH:8]=[CH:7][CH:6]=[N:5][CH:4]=1.[NH2:11][C:12]1[S:13][C:14]([C:25]2[CH:30]=[CH:29][N:28]=[C:27]([NH2:31])[CH:26]=2)=[C:15]([C:17]2[CH:22]=[CH:21][C:20]([O:23][CH3:24])=[CH:19][CH:18]=2)[N:16]=1.[C:32](=[O:35])([O-])O.[Na+]. The catalyst is CN(C)C1C=CN=CC=1.CN(C)C(=O)C. The product is [CH3:24][O:23][C:20]1[CH:21]=[CH:22][C:17]([C:15]2[N:16]=[C:12]([NH:11][C:32](=[O:35])[C:3]3[CH:8]=[CH:7][CH:6]=[N:5][CH:4]=3)[S:13][C:14]=2[C:25]2[CH:30]=[CH:29][N:28]=[C:27]([NH:31][C:2]([C:3]3[CH:4]=[N:5][CH:6]=[CH:7][CH:8]=3)=[O:9])[CH:26]=2)=[CH:18][CH:19]=1. The yield is 0.330. (3) The product is [CH3:14][O:15][C:16]1[CH:17]=[CH:18][C:19]([CH2:20][N:21]2[CH:25]=[C:24]([C:2]3[N:3]=[C:4]([O:7][C:8]4[CH:13]=[CH:12][CH:11]=[CH:10][N:9]=4)[S:5][CH:6]=3)[CH:23]=[N:22]2)=[CH:35][CH:36]=1. The catalyst is O1CCOCC1.O.C1C=CC(P(C2C=CC=CC=2)[C-]2C=CC=C2)=CC=1.C1C=CC(P(C2C=CC=CC=2)[C-]2C=CC=C2)=CC=1.Cl[Pd]Cl.[Fe+2]. The reactants are Br[C:2]1[N:3]=[C:4]([O:7][C:8]2[CH:13]=[CH:12][CH:11]=[CH:10][N:9]=2)[S:5][CH:6]=1.[CH3:14][O:15][C:16]1[CH:36]=[CH:35][C:19]([CH2:20][N:21]2[CH:25]=[C:24](B3OC(C)(C)C(C)(C)O3)[CH:23]=[N:22]2)=[CH:18][CH:17]=1.C(N(C(C)C)C(C)C)C. The yield is 0.0900.